Dataset: Reaction yield outcomes from USPTO patents with 853,638 reactions. Task: Predict the reaction yield, written as a fraction of the theoretical maximum amount of product (1.0 means a 100% yield; for example, 0.34 means a 34% yield). (1) The reactants are [F:1][C:2]([F:14])([F:13])[C:3]1[CH:12]=[CH:11][C:6]([C:7]([O:9][CH3:10])=[O:8])=[CH:5][N:4]=1.C([O-])=O.[NH4+]. The catalyst is CO.[Pd]. The product is [F:13][C:2]([F:1])([F:14])[CH:3]1[NH:4][CH:5]=[C:6]([C:7]([O:9][CH3:10])=[O:8])[CH2:11][CH2:12]1. The yield is 0.968. (2) The reactants are [Cl:1][C:2]1[CH:3]=[C:4]([C:8]2[CH:9]=[C:10]([CH2:16][N:17]3[CH:21]=[N:20][C:19]([C:22]([O:24]C)=O)=[N:18]3)[CH:11]=[N:12][C:13]=2[O:14][CH3:15])[CH:5]=[CH:6][CH:7]=1.[NH3:26]. The catalyst is CO. The product is [Cl:1][C:2]1[CH:3]=[C:4]([C:8]2[CH:9]=[C:10]([CH2:16][N:17]3[CH:21]=[N:20][C:19]([C:22]([NH2:26])=[O:24])=[N:18]3)[CH:11]=[N:12][C:13]=2[O:14][CH3:15])[CH:5]=[CH:6][CH:7]=1. The yield is 0.770. (3) The reactants are FC(F)(F)C(O)=O.[CH:8]([N:11]1[C:15]([C:16]2[N:25]=[C:24]3[N:18]([CH2:19][CH2:20][O:21][C:22]4[CH:29]=[C:28]([CH:30]5[CH2:35][CH2:34][NH:33][CH2:32][CH2:31]5)[CH:27]=[CH:26][C:23]=43)[CH:17]=2)=[N:14][C:13]([CH2:36][O:37][CH3:38])=[N:12]1)([CH3:10])[CH3:9].Br[CH2:40][C:41]([NH2:43])=[O:42].C(=O)([O-])[O-].[K+].[K+]. The catalyst is C1COCC1.C(Cl)Cl.O. The product is [CH:8]([N:11]1[C:15]([C:16]2[N:25]=[C:24]3[C:23]4[CH:26]=[CH:27][C:28]([CH:30]5[CH2:35][CH2:34][N:33]([CH2:40][C:41]([NH2:43])=[O:42])[CH2:32][CH2:31]5)=[CH:29][C:22]=4[O:21][CH2:20][CH2:19][N:18]3[CH:17]=2)=[N:14][C:13]([CH2:36][O:37][CH3:38])=[N:12]1)([CH3:10])[CH3:9]. The yield is 0.430. (4) The reactants are C(=O)([O-])[O-].[K+].[K+].[C:7]1([OH:13])[CH:12]=[CH:11][CH:10]=[CH:9][CH:8]=1.[Br:14][CH2:15][CH2:16][CH2:17][CH2:18][CH2:19]Br.[I-].[K+]. The catalyst is CN1CCCC1=O. The product is [Br:14][CH2:15][CH2:16][CH2:17][CH2:18][CH2:19][O:13][C:7]1[CH:12]=[CH:11][CH:10]=[CH:9][CH:8]=1. The yield is 0.980. (5) The reactants are [O-]P([O-])([O-])=O.[K+].[K+].[K+].[CH2:9]([O:13][C:14](=[O:17])[CH:15]=C)[CH2:10][CH2:11][CH3:12].[CH3:18][C:19](N(C)C)=[O:20]. The catalyst is O.CC([O-])=O.CC([O-])=O.[Pd+2]. The product is [CH3:18][CH2:19][CH2:9][CH2:10][CH2:11][CH3:12].[CH2:9]([O:13][C:14](=[O:17])[CH3:15])[CH3:10].[CH3:19][OH:20]. The yield is 0.470. (6) The reactants are [CH3:1][C:2]1[CH:3]([CH2:10][NH:11][C:12]([C:14]2[C:22]3[C:17](=[CH:18][CH:19]=[CH:20][CH:21]=3)[N:16]([CH:23]([C:25]3[CH:30]=[CH:29][CH:28]=[C:27](Br)[CH:26]=3)[CH3:24])[C:15]=2[CH3:32])=[O:13])[C:4](=[O:9])[N:5]=[C:6]([CH3:8])[CH:7]=1.Cl[C:34]1[CH:39]=[CH:38][N:37]=[CH:36][N:35]=1.C(=O)([O-])[O-].[K+].[K+]. The catalyst is [Pd](Cl)Cl.C1(P(C2C=CC=CC=2)[C-]2C=CC=C2)C=CC=CC=1.[C-]1(P(C2C=CC=CC=2)C2C=CC=CC=2)C=CC=C1.[Fe+2].O. The product is [CH3:1][C:2]1[CH:7]=[C:6]([CH3:8])[NH:5][C:4](=[O:9])[C:3]=1[CH2:10][NH:11][C:12]([C:14]1[C:22]2[C:17](=[CH:18][CH:19]=[CH:20][CH:21]=2)[N:16]([CH:23]([C:25]2[CH:30]=[CH:29][CH:28]=[C:27]([C:34]3[CH:39]=[CH:38][N:37]=[CH:36][N:35]=3)[CH:26]=2)[CH3:24])[C:15]=1[CH3:32])=[O:13]. The yield is 0.350. (7) The reactants are [O:1]1[CH2:4][C:3](=O)[CH2:2]1.[CH3:6][O:7][C:8]([CH:10]=P(C1C=CC=CC=1)(C1C=CC=CC=1)C1C=CC=CC=1)=[O:9]. The catalyst is ClCCl. The product is [CH3:6][O:7][C:8](=[O:9])[CH:10]=[C:3]1[CH2:2][O:1][CH2:4]1. The yield is 0.640. (8) The reactants are [CH3:1][Mg]Cl.[C:4]([C:7]1[CH:12]=[CH:11][C:10]([NH:13][C:14](=[O:16])[CH3:15])=[CH:9][C:8]=1[O:17][CH3:18])(=[O:6])[CH3:5]. The catalyst is C1COCC1. The product is [OH:6][C:4]([C:7]1[CH:12]=[CH:11][C:10]([NH:13][C:14](=[O:16])[CH3:15])=[CH:9][C:8]=1[O:17][CH3:18])([CH3:1])[CH3:5]. The yield is 1.00.